Predict the reaction yield, written as a fraction of the theoretical maximum amount of product (1.0 means a 100% yield; for example, 0.34 means a 34% yield). From a dataset of Reaction yield outcomes from USPTO patents with 853,638 reactions. (1) The reactants are [CH2:1]([OH:3])[CH3:2].[H-].[Na+].Cl[C:7]1[CH:8]=[CH:9][C:10]2[CH2:11][N:12]([C:18]([O:20][C:21]([CH3:24])([CH3:23])[CH3:22])=[O:19])[CH2:13][CH2:14][O:15][C:16]=2[N:17]=1.O. The catalyst is C1(C)C=CC=CC=1.C1C=CC(/C=C/C(/C=C/C2C=CC=CC=2)=O)=CC=1.C1C=CC(/C=C/C(/C=C/C2C=CC=CC=2)=O)=CC=1.C1C=CC(/C=C/C(/C=C/C2C=CC=CC=2)=O)=CC=1.[Pd].[Pd].C1C=CC(P(C2C(C3C(P(C4C=CC=CC=4)C4C=CC=CC=4)=CC=C4C=3C=CC=C4)=C3C(C=CC=C3)=CC=2)C2C=CC=CC=2)=CC=1. The product is [CH2:1]([O:3][C:7]1[CH:8]=[CH:9][C:10]2[CH2:11][N:12]([C:18]([O:20][C:21]([CH3:24])([CH3:23])[CH3:22])=[O:19])[CH2:13][CH2:14][O:15][C:16]=2[N:17]=1)[CH3:2]. The yield is 0.300. (2) The reactants are [OH:1][N:2]1[C:6](=[O:7])[C:5]2=[CH:8][CH:9]=[CH:10][CH:11]=[C:4]2[C:3]1=[O:12].[C:13]([O-])(=[O:15])[CH3:14].[Na+].BrCCO.O. The catalyst is CS(C)=O. The product is [OH:15][CH2:13][CH2:14][O:1][N:2]1[C:3](=[O:12])[C:4]2[C:5](=[CH:8][CH:9]=[CH:10][CH:11]=2)[C:6]1=[O:7]. The yield is 0.660. (3) The reactants are [Br:1][C:2]1[CH:27]=[CH:26][C:5]2[N:6]([C:22]([CH3:25])([CH3:24])[CH3:23])[C:7]([C:9]3[CH:21]=[CH:20][CH:19]=[CH:18][C:10]=3[C:11](/[N:13]=[CH:14]/[N:15](C)C)=O)=[N:8][C:4]=2[CH:3]=1.[NH2:28]N. The catalyst is C(O)(=O)C.CCOC(C)=O. The product is [Br:1][C:2]1[CH:27]=[CH:26][C:5]2[N:6]([C:22]([CH3:24])([CH3:23])[CH3:25])[C:7]([C:9]3[CH:21]=[CH:20][CH:19]=[CH:18][C:10]=3[C:11]3[N:13]=[CH:14][NH:15][N:28]=3)=[N:8][C:4]=2[CH:3]=1. The yield is 0.840.